Dataset: Catalyst prediction with 721,799 reactions and 888 catalyst types from USPTO. Task: Predict which catalyst facilitates the given reaction. Reactant: [CH2:1]([N:3]([C:23]1[CH:28]=[CH:27][CH:26]=[CH:25][CH:24]=1)[S:4]([C:7]1[CH:8]=[CH:9][C:10]([N:13]2[C:17](=[O:18])[C:16]([CH2:19][C:20]([OH:22])=O)=[CH:15][NH:14]2)=[N:11][CH:12]=1)(=[O:6])=[O:5])[CH3:2].C[CH2:30][N:31](C(C)C)C(C)C.CN.CN(C(ON1N=NC2C=CC=CC1=2)=[N+](C)C)C.[B-](F)(F)(F)F. Product: [CH2:1]([N:3]([C:23]1[CH:28]=[CH:27][CH:26]=[CH:25][CH:24]=1)[S:4]([C:7]1[CH:8]=[CH:9][C:10]([N:13]2[C:17](=[O:18])[C:16]([CH2:19][C:20]([NH:31][CH3:30])=[O:22])=[CH:15][NH:14]2)=[N:11][CH:12]=1)(=[O:6])=[O:5])[CH3:2]. The catalyst class is: 2.